Dataset: Peptide-MHC class II binding affinity with 134,281 pairs from IEDB. Task: Regression. Given a peptide amino acid sequence and an MHC pseudo amino acid sequence, predict their binding affinity value. This is MHC class II binding data. (1) The peptide sequence is RMVLASTTAKAMEQM. The MHC is DRB1_1302 with pseudo-sequence DRB1_1302. The binding affinity (normalized) is 0.423. (2) The peptide sequence is KLIEDINVGFKAAVA. The MHC is DRB1_1602 with pseudo-sequence DRB1_1602. The binding affinity (normalized) is 0.540. (3) The peptide sequence is PNITATYGDKWLDAK. The MHC is HLA-DQA10501-DQB10201 with pseudo-sequence HLA-DQA10501-DQB10201. The binding affinity (normalized) is 0.357. (4) The peptide sequence is KVSDDITYVATATLP. The MHC is HLA-DQA10501-DQB10201 with pseudo-sequence HLA-DQA10501-DQB10201. The binding affinity (normalized) is 0.556. (5) The peptide sequence is LDGVNLVASQPIFTG. The MHC is DRB1_1302 with pseudo-sequence DRB1_1302. The binding affinity (normalized) is 0.272.